Predict the reactants needed to synthesize the given product. From a dataset of Full USPTO retrosynthesis dataset with 1.9M reactions from patents (1976-2016). (1) Given the product [C:2]1([C:2]2[CH:11]=[CH:10][CH:9]=[C:8]3[C:3]=2[CH:4]=[CH:5][C:6]([C:12]([N:14]2[CH2:15][CH:16]([N:18]4[CH2:19][CH2:20][N:21]([C:24]([C:26]5[S:27][CH:28]=[CH:29][N:30]=5)=[O:25])[CH2:22][CH2:23]4)[CH2:17]2)=[O:13])=[CH:7]3)[CH:11]=[CH:10][CH:9]=[CH:8][CH:3]=1, predict the reactants needed to synthesize it. The reactants are: Br[C:2]1[CH:11]=[CH:10][CH:9]=[C:8]2[C:3]=1[CH:4]=[CH:5][C:6]([C:12]([N:14]1[CH2:17][CH:16]([N:18]3[CH2:23][CH2:22][N:21]([C:24]([C:26]4[S:27][CH:28]=[CH:29][N:30]=4)=[O:25])[CH2:20][CH2:19]3)[CH2:15]1)=[O:13])=[CH:7]2.C([O-])([O-])=O.[K+].[K+]. (2) Given the product [C:24]([O:31][CH2:32][CH2:33][CH2:34][CH2:35][CH2:36][CH2:37][CH2:38][CH2:39][CH2:40][CH3:41])(=[O:30])/[CH:25]=[CH:26]\[C:27]([O:5][CH2:4][CH2:3][C:2]([F:16])([F:1])[C:6]([F:14])([F:15])[C:7]([F:12])([F:13])[C:8]([F:9])([F:10])[F:11])=[O:28], predict the reactants needed to synthesize it. The reactants are: [F:1][C:2]([F:16])([C:6]([F:15])([F:14])[C:7]([F:13])([F:12])[C:8]([F:11])([F:10])[F:9])[CH2:3][CH2:4][OH:5].N1C=CC=CC=1.[Cl-].[C:24]([O:31][CH2:32][CH2:33][CH2:34][CH2:35][CH2:36][CH2:37][CH2:38][CH2:39][CH2:40][CH3:41])(=[O:30])/[CH:25]=[CH:26]\[C:27]([O-])=[O:28].C(OCC)(=O)C. (3) Given the product [Br:21][C:10]1[CH:9]=[N:8][C:13]([Cl:14])=[C:12]([O:15][C@@H:16]2[CH2:20][CH2:19][NH:18][CH2:17]2)[CH:11]=1, predict the reactants needed to synthesize it. The reactants are: C(OC([N:8]1[C:13]([Cl:14])=[C:12]([O:15][C@@H:16]2[CH2:20][CH2:19][NH:18][CH2:17]2)[CH:11]=[C:10]([Br:21])[CH2:9]1)=O)(C)(C)C.FC(F)(F)C(O)=O. (4) Given the product [F:1][CH:2]([F:40])[C:3]1[CH:12]=[C:11]2[C:6]([CH2:7][CH2:8][CH2:9][N:10]2[C:13]2[C:17]3[CH2:18][N:19]([C:22](=[O:24])[CH3:23])[CH2:20][CH2:21][C:16]=3[N:15]([CH:25]3[CH2:26][CH2:27][O:28][CH2:29][CH2:30]3)[N:14]=2)=[CH:5][C:4]=1[C:42]1[CH:46]=[CH:45][N:44]([CH3:47])[N:43]=1, predict the reactants needed to synthesize it. The reactants are: [F:1][CH:2]([F:40])[C:3]1[CH:12]=[C:11]2[C:6]([CH2:7][CH2:8][CH2:9][N:10]2[C:13]2[C:17]3[CH2:18][N:19]([C:22](=[O:24])[CH3:23])[CH2:20][CH2:21][C:16]=3[N:15]([CH:25]3[CH2:30][CH2:29][O:28][CH2:27][CH2:26]3)[N:14]=2)=[CH:5][C:4]=1B1OC(C)(C)C(C)(C)O1.Br[C:42]1[CH:46]=[CH:45][N:44]([CH3:47])[N:43]=1.C([O-])([O-])=O.[Na+].[Na+].C1(P(C2CCCCC2)C2C=CC=CC=2C2C(C(C)C)=CC(C(C)C)=CC=2C(C)C)CCCCC1.